This data is from Full USPTO retrosynthesis dataset with 1.9M reactions from patents (1976-2016). The task is: Predict the reactants needed to synthesize the given product. (1) The reactants are: [NH3:1].CO.[S:4]1[CH:8]=[CH:7][C:6]2[C:9]([NH:13][C:14]3[N:15]=[C:16]([NH:25][C@@H:26]4[CH2:31][CH2:30][CH2:29][CH2:28][C@@H:27]4[NH:32]C(OC(C)(C)C)=O)[N:17]=[N:18][C:19]=3[C:20](OCC)=[O:21])=[CH:10][CH:11]=[CH:12][C:5]1=2. Given the product [NH2:32][C@H:27]1[CH2:28][CH2:29][CH2:30][CH2:31][C@H:26]1[NH:25][C:16]1[N:17]=[N:18][C:19]([C:20]([NH2:1])=[O:21])=[C:14]([NH:13][C:9]2[C:6]3[CH:7]=[CH:8][S:4][C:5]=3[CH:12]=[CH:11][CH:10]=2)[N:15]=1, predict the reactants needed to synthesize it. (2) Given the product [CH3:15][O:14][CH2:13][C:8]1[C:7]([C:16]([O:18][CH3:19])=[O:17])=[C:6]2[C:11]([C@H:12]3[CH2:2][C@H:3]3[CH2:4][O:5]2)=[CH:10][CH:9]=1, predict the reactants needed to synthesize it. The reactants are: Br[C:2]1(Br)[C@H:12]2[C@@H:3]1[CH2:4][O:5][C:6]1[C:11]2=[CH:10][CH:9]=[C:8]([CH2:13][O:14][CH3:15])[C:7]=1[C:16]([O:18][CH3:19])=[O:17].[Cl-].[NH4+].